The task is: Predict the product of the given reaction.. This data is from Forward reaction prediction with 1.9M reactions from USPTO patents (1976-2016). (1) Given the reactants BrC1C=CC([C:6]([O:8][CH2:9][C@:10]2([CH:21]=[O:22])[C:19]3[C:14](=[CH:15][C:16]([Cl:20])=[CH:17][CH:18]=3)[CH2:13][CH2:12][CH2:11]2)=O)=CC=1.[CH:25](OC)(OC)[O:26]C.[OH-].[Na+], predict the reaction product. The product is: [Cl:20][C:16]1[CH:15]=[C:14]2[C:19](=[CH:18][CH:17]=1)[C@:10]([CH2:21][OH:22])([CH:9]([O:8][CH3:6])[O:26][CH3:25])[CH2:11][CH2:12][CH2:13]2. (2) Given the reactants N=C=N.[F:4][C:5]1[CH:10]=[CH:9][CH:8]=[CH:7][C:6]=1[NH:11][C:12]([NH:14][C:15]1[CH:20]=[CH:19][C:18]([Cl:21])=[C:17]([S:22]([N:25]([CH3:27])[CH3:26])(=[O:24])=[O:23])[C:16]=1[O:28][Si:29]([C:32]([CH3:35])([CH3:34])[CH3:33])([CH3:31])[CH3:30])=S.CS(Cl)(=O)=O.C(N(CC)CC)C, predict the reaction product. The product is: [F:4][C:5]1[CH:10]=[CH:9][CH:8]=[CH:7][C:6]=1[N:11]=[C:12]=[N:14][C:15]1[CH:20]=[CH:19][C:18]([Cl:21])=[C:17]([S:22]([N:25]([CH3:27])[CH3:26])(=[O:24])=[O:23])[C:16]=1[O:28][Si:29]([C:32]([CH3:35])([CH3:34])[CH3:33])([CH3:30])[CH3:31]. (3) Given the reactants [Cl:1][C:2]1[CH:3]=[CH:4][C:5]2[N:6]([C:8]([CH:11]([C:13]3[C:14]([F:24])=[C:15]4[C:20](=[CH:21][C:22]=3[F:23])[N:19]=[CH:18][CH:17]=[CH:16]4)[OH:12])=[CH:9][N:10]=2)[N:7]=1.CC(OI1(OC(C)=O)(OC(C)=O)OC(=O)C2C=CC=CC1=2)=O, predict the reaction product. The product is: [Cl:1][C:2]1[CH:3]=[CH:4][C:5]2[N:6]([C:8]([C:11]([C:13]3[C:14]([F:24])=[C:15]4[C:20](=[CH:21][C:22]=3[F:23])[N:19]=[CH:18][CH:17]=[CH:16]4)=[O:12])=[CH:9][N:10]=2)[N:7]=1. (4) Given the reactants CC[O-].[Na+].[CH:5]([NH:8][C:9](=[O:30])[NH:10][C:11]1[NH:12][C@@H:13]([C:22]2[CH:27]=[CH:26][CH:25]=[C:24]([O:28][CH3:29])[CH:23]=2)[CH2:14][CH2:15][C:16]=1[C:17](OCC)=[O:18])([CH3:7])[CH3:6], predict the reaction product. The product is: [CH:5]([N:8]1[C:17](=[O:18])[C:16]2[CH2:15][CH2:14][C@H:13]([C:22]3[CH:27]=[CH:26][CH:25]=[C:24]([O:28][CH3:29])[CH:23]=3)[NH:12][C:11]=2[NH:10][C:9]1=[O:30])([CH3:7])[CH3:6]. (5) Given the reactants C1CO[C:8]23OCC[O:12][C:3]2([C@:4]2([CH2:27][CH2:26][C@H:25]4[C@@H:15]([C@H:16]([NH:28][CH:29]=[O:30])[CH2:17][CH:18]5[C@:23]4([CH3:24])[CH2:22]CC[CH2:19]5)[C@@H:6]2[CH2:7]3)[CH3:5])O1.C([C@@H]1C2[C@](C)(C[CH2:47][C:48](=[O:51])C2)[C@@H]2[C@H]([C@H]3[C@@](CC2)(C)C(=O)CC3)C1)#N, predict the reaction product. The product is: [CH:29]([NH:28][C@@H:16]1[CH2:17][CH:18]2[C@:23]([CH3:24])([CH2:22][CH2:47][C:48](=[O:51])[CH2:19]2)[C@@H:25]2[C@@H:15]1[C@H:6]1[C@@:4]([CH2:27][CH2:26]2)([CH3:5])[C:3](=[O:12])[CH2:8][CH2:7]1)=[O:30]. (6) Given the reactants [CH:1]1([CH:7]2[C:16]3[C:11](=[CH:12][CH:13]=[CH:14][CH:15]=3)[CH2:10][CH2:9][N:8]2[C:17](=[O:23])[CH2:18][NH:19][CH2:20][CH2:21][OH:22])[CH2:6][CH2:5][CH2:4][CH2:3][CH2:2]1.[O:24]1[C:26]2([CH2:31][CH2:30][CH2:29][CH2:28][CH2:27]2)[CH2:25]1.O, predict the reaction product. The product is: [CH:1]1([CH:7]2[C:16]3[C:11](=[CH:12][CH:13]=[CH:14][CH:15]=3)[CH2:10][CH2:9][N:8]2[C:17](=[O:23])[CH2:18][N:19]([CH2:25][C:26]2([OH:24])[CH2:31][CH2:30][CH2:29][CH2:28][CH2:27]2)[CH2:20][CH2:21][OH:22])[CH2:2][CH2:3][CH2:4][CH2:5][CH2:6]1.